This data is from Full USPTO retrosynthesis dataset with 1.9M reactions from patents (1976-2016). The task is: Predict the reactants needed to synthesize the given product. (1) Given the product [CH3:23][O:24][C:25](=[O:47])[C@H:26]([CH:44]([CH3:46])[CH3:45])[NH:27][C:28](=[O:43])[C@H:29]([CH:40]([CH3:42])[CH3:41])[NH:30][C:31](=[O:39])[C@H:32]([CH2:34][O:35][CH2:36][CH:37]=[CH2:38])[NH:33][C:14](=[O:15])[C@@H:13]1[CH2:17][CH2:18][CH2:19][N:12]1[C:10](=[O:11])[C@@H:9]1[CH2:20][CH2:21][CH2:22][N:8]1[C:6]([O:5][C:1]([CH3:2])([CH3:4])[CH3:3])=[O:7], predict the reactants needed to synthesize it. The reactants are: [C:1]([O:5][C:6]([N:8]1[CH2:22][CH2:21][CH2:20][C@H:9]1[C:10]([N:12]1[CH2:19][CH2:18][CH2:17][C@H:13]1[C:14](O)=[O:15])=[O:11])=[O:7])([CH3:4])([CH3:3])[CH3:2].[CH3:23][O:24][C:25](=[O:47])[C@H:26]([CH:44]([CH3:46])[CH3:45])[NH:27][C:28](=[O:43])[C@H:29]([CH:40]([CH3:42])[CH3:41])[NH:30][C:31](=[O:39])[C@H:32]([CH2:34][O:35][CH2:36][CH:37]=[CH2:38])[NH2:33].C1C=C2N=NN(O)C2=CC=1.O.CCN=C=NCCCN(C)C.Cl. (2) Given the product [ClH:16].[CH3:15][O:14][CH:11]1[CH2:12][CH2:13][NH:8][CH2:9][CH2:10]1, predict the reactants needed to synthesize it. The reactants are: C(OC([N:8]1[CH2:13][CH2:12][CH:11]([O:14][CH3:15])[CH2:10][CH2:9]1)=O)(C)(C)C.[ClH:16]. (3) Given the product [CH2:1]([CH:3]([C:6]1[N:11]2[N:12]=[C:13]([CH3:22])[C:14]([C:15]3[S:19][C:18]([N:28]4[CH2:33][CH2:32][O:31][CH2:30][CH2:29]4)=[N:17][C:16]=3[Cl:21])=[C:10]2[N:9]=[C:8]([CH3:23])[CH:7]=1)[CH2:4][CH3:5])[CH3:2], predict the reactants needed to synthesize it. The reactants are: [CH2:1]([CH:3]([C:6]1[N:11]2[N:12]=[C:13]([CH3:22])[C:14]([C:15]3[S:19][C:18](Cl)=[N:17][C:16]=3[Cl:21])=[C:10]2[N:9]=[C:8]([CH3:23])[CH:7]=1)[CH2:4][CH3:5])[CH3:2].CC(O)C.[NH:28]1[CH2:33][CH2:32][O:31][CH2:30][CH2:29]1. (4) Given the product [C:18]([O:17][C:15]([NH:16][C:10]1[C:5]([C:3]([O:2][CH3:1])=[O:4])=[N:6][C:7]([CH2:12][O:13][CH3:14])=[CH:8][CH:9]=1)=[O:22])([CH3:21])([CH3:20])[CH3:19], predict the reactants needed to synthesize it. The reactants are: [CH3:1][O:2][C:3]([C:5]1[C:10](Br)=[CH:9][CH:8]=[C:7]([CH2:12][O:13][CH3:14])[N:6]=1)=[O:4].[C:15](=[O:22])([O:17][C:18]([CH3:21])([CH3:20])[CH3:19])[NH2:16].C(=O)([O-])[O-].[Cs+].[Cs+].